From a dataset of NCI-60 drug combinations with 297,098 pairs across 59 cell lines. Regression. Given two drug SMILES strings and cell line genomic features, predict the synergy score measuring deviation from expected non-interaction effect. (1) Drug 1: CC(C)(C#N)C1=CC(=CC(=C1)CN2C=NC=N2)C(C)(C)C#N. Drug 2: CC=C1C(=O)NC(C(=O)OC2CC(=O)NC(C(=O)NC(CSSCCC=C2)C(=O)N1)C(C)C)C(C)C. Cell line: A549. Synergy scores: CSS=8.47, Synergy_ZIP=1.96, Synergy_Bliss=0.251, Synergy_Loewe=-48.6, Synergy_HSA=-2.29. (2) Drug 1: C1CCN(CC1)CCOC2=CC=C(C=C2)C(=O)C3=C(SC4=C3C=CC(=C4)O)C5=CC=C(C=C5)O. Drug 2: C1C(C(OC1N2C=NC(=NC2=O)N)CO)O. Cell line: CCRF-CEM. Synergy scores: CSS=34.5, Synergy_ZIP=1.22, Synergy_Bliss=-0.783, Synergy_Loewe=-14.3, Synergy_HSA=-3.77. (3) Drug 1: CCC1=C2CN3C(=CC4=C(C3=O)COC(=O)C4(CC)O)C2=NC5=C1C=C(C=C5)O. Drug 2: CC1CCC2CC(C(=CC=CC=CC(CC(C(=O)C(C(C(=CC(C(=O)CC(OC(=O)C3CCCCN3C(=O)C(=O)C1(O2)O)C(C)CC4CCC(C(C4)OC)OCCO)C)C)O)OC)C)C)C)OC. Cell line: IGROV1. Synergy scores: CSS=6.31, Synergy_ZIP=-1.32, Synergy_Bliss=2.66, Synergy_Loewe=1.38, Synergy_HSA=3.93.